Dataset: Forward reaction prediction with 1.9M reactions from USPTO patents (1976-2016). Task: Predict the product of the given reaction. (1) The product is: [NH2:1][C:2]1[C:7]([F:8])=[C:6]([C:9]2[CH:14]=[CH:13][C:12]([Cl:15])=[C:11]([O:16][CH2:17][CH3:18])[C:10]=2[F:19])[N:5]=[C:4]([C:20]([O:22][CH2:31][C:34]2[CH:39]=[CH:38][CH:37]=[CH:36][CH:35]=2)=[O:21])[C:3]=1[Cl:23].[NH2:26][C:27]1[C:32]([F:33])=[C:31]([C:34]2[CH:39]=[CH:38][C:37]([Cl:40])=[C:36]([O:41][CH2:42][CH3:43])[C:35]=2[F:44])[N:30]=[C:29]([C:45]([OH:47])=[O:46])[C:28]=1[Cl:49]. Given the reactants [NH2:1][C:2]1[C:7]([F:8])=[C:6]([C:9]2[CH:14]=[CH:13][C:12]([Cl:15])=[C:11]([O:16][CH2:17][CH3:18])[C:10]=2[F:19])[N:5]=[C:4]([C:20]([OH:22])=[O:21])[C:3]=1[Cl:23].[OH-].[Na+].[NH2:26][C:27]1[C:32]([F:33])=[C:31]([C:34]2[CH:39]=[CH:38][C:37]([Cl:40])=[C:36]([O:41][CH2:42][CH3:43])[C:35]=2[F:44])[N:30]=[C:29]([C:45]([O:47]C)=[O:46])[C:28]=1[Cl:49].Cl, predict the reaction product. (2) Given the reactants C[O:2][C:3](=[O:16])[C:4]1[C:9]([O:10][CH:11]2[CH2:14][O:13][CH2:12]2)=[CH:8][C:7]([Cl:15])=[N:6][CH:5]=1.O[Li].O, predict the reaction product. The product is: [Cl:15][C:7]1[CH:8]=[C:9]([O:10][CH:11]2[CH2:12][O:13][CH2:14]2)[C:4]([C:3]([OH:16])=[O:2])=[CH:5][N:6]=1. (3) Given the reactants [CH2:1]([O:8][NH:9][C:10](=[O:18])OC1C=CC=CC=1)[C:2]1[CH:7]=[CH:6][CH:5]=[CH:4][CH:3]=1.[CH3:19][S:20][C:21]1[CH:26]=[CH:25][N:24]=[C:23]([C:27]([NH2:30])([CH3:29])[CH3:28])[CH:22]=1, predict the reaction product. The product is: [CH2:1]([O:8][NH:9][C:10]([NH:30][C:27]([C:23]1[CH:22]=[C:21]([S:20][CH3:19])[CH:26]=[CH:25][N:24]=1)([CH3:28])[CH3:29])=[O:18])[C:2]1[CH:3]=[CH:4][CH:5]=[CH:6][CH:7]=1. (4) Given the reactants [F:1][C:2]1[CH:8]=[CH:7][C:5]([NH2:6])=[CH:4][CH:3]=1.N1C=CC=CC=1.Cl.CN(C)CCCN=C=NCC.[N:27]1([S:33]([C:36]2[CH:37]=[C:38]([CH:42]=[CH:43][CH:44]=2)[C:39](O)=[O:40])(=[O:35])=[O:34])[CH2:32][CH2:31][CH2:30][CH2:29][CH2:28]1, predict the reaction product. The product is: [F:1][C:2]1[CH:8]=[CH:7][C:5]([NH:6][C:39](=[O:40])[C:38]2[CH:42]=[CH:43][CH:44]=[C:36]([S:33]([N:27]3[CH2:32][CH2:31][CH2:30][CH2:29][CH2:28]3)(=[O:35])=[O:34])[CH:37]=2)=[CH:4][CH:3]=1.